From a dataset of NCI-60 drug combinations with 297,098 pairs across 59 cell lines. Regression. Given two drug SMILES strings and cell line genomic features, predict the synergy score measuring deviation from expected non-interaction effect. (1) Drug 1: C1CC(=O)NC(=O)C1N2CC3=C(C2=O)C=CC=C3N. Drug 2: CCC1=CC2CC(C3=C(CN(C2)C1)C4=CC=CC=C4N3)(C5=C(C=C6C(=C5)C78CCN9C7C(C=CC9)(C(C(C8N6C)(C(=O)OC)O)OC(=O)C)CC)OC)C(=O)OC.C(C(C(=O)O)O)(C(=O)O)O. Cell line: HCT-15. Synergy scores: CSS=11.8, Synergy_ZIP=-4.46, Synergy_Bliss=-5.29, Synergy_Loewe=-13.8, Synergy_HSA=-2.63. (2) Drug 1: C1CCN(CC1)CCOC2=CC=C(C=C2)C(=O)C3=C(SC4=C3C=CC(=C4)O)C5=CC=C(C=C5)O. Drug 2: C1CCC(CC1)NC(=O)N(CCCl)N=O. Cell line: SF-268. Synergy scores: CSS=37.8, Synergy_ZIP=3.83, Synergy_Bliss=6.18, Synergy_Loewe=1.28, Synergy_HSA=2.06.